This data is from Full USPTO retrosynthesis dataset with 1.9M reactions from patents (1976-2016). The task is: Predict the reactants needed to synthesize the given product. (1) Given the product [CH:18]1([C:21]2[C:22]([N:28]3[CH2:33][CH2:32][N:31]([C:11]([C:10]4[CH:14]=[CH:15][C:7]([N:3]5[CH2:4][CH2:5][CH2:6][S:2]5(=[O:1])=[O:17])=[CH:8][C:9]=4[CH3:16])=[O:13])[CH2:30][CH2:29]3)=[N:23][CH:24]=[C:25]([CH3:27])[CH:26]=2)[CH2:19][CH2:20]1, predict the reactants needed to synthesize it. The reactants are: [O:1]=[S:2]1(=[O:17])[CH2:6][CH2:5][CH2:4][N:3]1[C:7]1[CH:15]=[CH:14][C:10]([C:11]([OH:13])=O)=[C:9]([CH3:16])[CH:8]=1.[CH:18]1([C:21]2[C:22]([N:28]3[CH2:33][CH2:32][NH:31][CH2:30][CH2:29]3)=[N:23][CH:24]=[C:25]([CH3:27])[CH:26]=2)[CH2:20][CH2:19]1. (2) Given the product [CH3:20][N:21]1[C:13]([C:10]2[C:9]([CH3:19])=[N:8][N:7]([C:1]3[CH:6]=[CH:5][CH:4]=[CH:3][CH:2]=3)[C:11]=2[OH:12])=[CH:14][C:15]([CH3:16])=[N:22]1, predict the reactants needed to synthesize it. The reactants are: [C:1]1([N:7]2[C:11](=[O:12])[CH:10]([C:13](=O)[CH2:14][C:15](=O)[CH3:16])[C:9]([CH3:19])=[N:8]2)[CH:6]=[CH:5][CH:4]=[CH:3][CH:2]=1.[CH3:20][NH:21][NH2:22]. (3) Given the product [C:1]1([CH2:7][C:8]([NH:13][C:12]([NH:15][C:16]2[CH:17]=[C:18]([CH:35]=[CH:36][CH:37]=2)[O:19][C:20]2[CH:21]=[CH:22][C:23]3[N:24]([CH:26]=[C:27]([NH:29][C:30]([CH:32]4[CH2:34][CH2:33]4)=[O:31])[N:28]=3)[N:25]=2)=[S:11])=[O:9])[CH:6]=[CH:5][CH:4]=[CH:3][CH:2]=1, predict the reactants needed to synthesize it. The reactants are: [C:1]1([CH2:7][C:8](Cl)=[O:9])[CH:6]=[CH:5][CH:4]=[CH:3][CH:2]=1.[S-:11][C:12]#[N:13].[K+].[NH2:15][C:16]1[CH:17]=[C:18]([CH:35]=[CH:36][CH:37]=1)[O:19][C:20]1[CH:21]=[CH:22][C:23]2[N:24]([CH:26]=[C:27]([NH:29][C:30]([CH:32]3[CH2:34][CH2:33]3)=[O:31])[N:28]=2)[N:25]=1. (4) Given the product [C:11]([C:8]1[C:9]([I:19])=[C:5]([C:3]([O:2][CH3:1])=[O:4])[S:6][C:7]=1[N:13]1[CH2:18][CH2:17][O:16][CH2:15][CH2:14]1)#[N:12], predict the reactants needed to synthesize it. The reactants are: [CH3:1][O:2][C:3]([C:5]1[S:6][C:7]([N:13]2[CH2:18][CH2:17][O:16][CH2:15][CH2:14]2)=[C:8]([C:11]#[N:12])[C:9]=1N)=[O:4].[I:19]CI.N(OCCCCC)=O. (5) Given the product [NH2:31][C:29]1[N:30]=[C:1]([CH3:2])[C:4]2[C:9](=[O:10])[CH2:8][CH:7]([C:11]3[CH:16]=[CH:15][C:14]([F:17])=[CH:13][CH:12]=3)[CH2:6][C:5]=2[N:28]=1, predict the reactants needed to synthesize it. The reactants are: [C:1]([CH:4]1[C:9](=[O:10])[CH2:8][CH:7]([C:11]2[CH:16]=[CH:15][C:14]([F:17])=[CH:13][CH:12]=2)[CH2:6][C:5]1=O)(=O)[CH3:2].N1CCCC1.C(=O)(O)O.[NH2:28][C:29]([NH2:31])=[NH:30]. (6) Given the product [Cl:37][C:38]1[CH:43]=[CH:42][C:41]([CH:44]2[CH2:45][CH2:46][N:47]([C:14](=[O:16])[CH:10]([NH:9][C:1](=[O:8])[C:2]3[CH:3]=[CH:4][CH:5]=[CH:6][CH:7]=3)[CH:11]([CH3:12])[CH3:13])[CH2:48][CH2:49]2)=[CH:40][CH:39]=1, predict the reactants needed to synthesize it. The reactants are: [C:1]([NH:9][CH:10]([C:14]([OH:16])=O)[CH:11]([CH3:13])[CH3:12])(=[O:8])[C:2]1[CH:7]=[CH:6][CH:5]=[CH:4][CH:3]=1.C1C=CC2N(O)N=NC=2C=1.CCN(C(C)C)C(C)C.Cl.[Cl:37][C:38]1[CH:43]=[CH:42][C:41]([CH:44]2[CH2:49][CH2:48][NH:47][CH2:46][CH2:45]2)=[CH:40][CH:39]=1.